From a dataset of Forward reaction prediction with 1.9M reactions from USPTO patents (1976-2016). Predict the product of the given reaction. (1) Given the reactants [S:1]1[C:5]2[CH:6]=[CH:7][CH:8]=[CH:9][C:4]=2[N:3]=[C:2]1[N:10]([CH2:18][CH2:19][O:20][C:21]1[CH:34]=[CH:33][C:24]([CH:25]=[C:26]2[S:30][C:29](=[O:31])[NH:28][C:27]2=[O:32])=[CH:23][CH:22]=1)[CH2:11][C:12]1[CH:17]=[CH:16][CH:15]=[CH:14][CH:13]=1, predict the reaction product. The product is: [S:1]1[C:5]2[CH:6]=[CH:7][CH:8]=[CH:9][C:4]=2[N:3]=[C:2]1[N:10]([CH2:18][CH2:19][O:20][C:21]1[CH:34]=[CH:33][C:24]([CH2:25][CH:26]2[S:30][C:29](=[O:31])[NH:28][C:27]2=[O:32])=[CH:23][CH:22]=1)[CH2:11][C:12]1[CH:13]=[CH:14][CH:15]=[CH:16][CH:17]=1. (2) Given the reactants Cl[C:2]1[C:11]([CH3:12])=[C:10]([Cl:13])[C:9]2[C:4](=[CH:5][C:6]([F:15])=[CH:7][C:8]=2[F:14])[N:3]=1.CC1(C)C2C(=C(P(C3C=CC=CC=3)C3C=CC=CC=3)C=CC=2)OC2C(P(C3C=CC=CC=3)C3C=CC=CC=3)=CC=CC1=2.[CH3:58][C:59]1([CH3:65])[CH2:63][NH:62][C:61](=[O:64])[CH2:60]1.C(=O)([O-])[O-].[Cs+].[Cs+], predict the reaction product. The product is: [Cl:13][C:10]1[C:9]2[C:4](=[CH:5][C:6]([F:15])=[CH:7][C:8]=2[F:14])[N:3]=[C:2]([N:62]2[CH2:63][C:59]([CH3:65])([CH3:58])[CH2:60][C:61]2=[O:64])[C:11]=1[CH3:12]. (3) The product is: [CH3:21][C:22]1[CH:27]=[CH:26][CH:25]=[CH:24][C:23]=1[C:2]1[C:11]2[C:6](=[CH:7][CH:8]=[C:9]([N+:12]([O-:14])=[O:13])[CH:10]=2)[N:5]=[C:4]([N:15]2[CH2:20][CH2:19][O:18][CH2:17][CH2:16]2)[CH:3]=1. Given the reactants Cl[C:2]1[C:11]2[C:6](=[CH:7][CH:8]=[C:9]([N+:12]([O-:14])=[O:13])[CH:10]=2)[N:5]=[C:4]([N:15]2[CH2:20][CH2:19][O:18][CH2:17][CH2:16]2)[CH:3]=1.[CH3:21][C:22]1[CH:27]=[CH:26][CH:25]=[CH:24][C:23]=1B(O)O, predict the reaction product. (4) Given the reactants [Br:1][C:2]1[N:3]2[C:8]3[N:9]4[CH2:38][CH2:37][C:12]([CH3:39])([O:13][CH2:14][CH2:15][CH2:16][CH2:17][C@H:18]([CH3:36])[O:19][C:20]5[CH:21]=[C:22]([CH3:35])[C:23]([F:34])=[CH:24][C:25]=5[C:26]5[CH:33]=[C:30]([C:31]=1[N:32]=[C:4]2[CH:5]=[C:6]([CH3:50])[C:7]=3[C@H:40]([O:45][C:46]([CH3:49])([CH3:48])[CH3:47])[C:41]([O:43]C)=[O:42])[CH:29]=[CH:28][CH:27]=5)[CH2:11][CH2:10]4.C(O[C@@H](C1C(C)=CC2=NC3=CN2C=1N1CCC(C)(OCC=CC[C@H](C)OC2C=C(F)C=CC=2C2C=C3C=CC=2)CC1)C(O)=O)(C)(C)C, predict the reaction product. The product is: [Br:1][C:2]1[N:3]2[C:8]3[N:9]4[CH2:10][CH2:11][C:12]([CH3:39])([O:13][CH2:14][CH2:15][CH2:16][CH2:17][C@H:18]([CH3:36])[O:19][C:20]5[CH:21]=[C:22]([CH3:35])[C:23]([F:34])=[CH:24][C:25]=5[C:26]5[CH:33]=[C:30]([C:31]=1[N:32]=[C:4]2[CH:5]=[C:6]([CH3:50])[C:7]=3[C@H:40]([O:45][C:46]([CH3:49])([CH3:48])[CH3:47])[C:41]([OH:43])=[O:42])[CH:29]=[CH:28][CH:27]=5)[CH2:37][CH2:38]4. (5) Given the reactants CC1(C)[O:6][C:5](=[CH:7][C:8]([N:10]([CH2:13][C:14]2[CH:19]=[CH:18][C:17]([F:20])=[CH:16][CH:15]=2)[O:11][CH3:12])=[O:9])[C:4](=[O:21])O1.[S:23]([C:27]1[CH:32]=[CH:31][C:30]([NH:33][C:34](=[O:36])[CH3:35])=[CH:29][CH:28]=1)(=[O:26])(=[O:25])[NH2:24], predict the reaction product. The product is: [F:20][C:17]1[CH:16]=[CH:15][C:14]([CH2:13][N:10]([O:11][CH3:12])[C:8](=[O:9])[CH:7]=[C:5]([OH:6])[C:4]([NH:24][S:23]([C:27]2[CH:28]=[CH:29][C:30]([NH:33][C:34](=[O:36])[CH3:35])=[CH:31][CH:32]=2)(=[O:25])=[O:26])=[O:21])=[CH:19][CH:18]=1. (6) Given the reactants C([O-])([O-])=O.[Na+].[Na+].I[C:8]1[CH:13]=[CH:12][CH:11]=[CH:10][CH:9]=1.[Br:14][C:15]1[CH:20]=[CH:19][C:18](B(O)O)=[CH:17][N:16]=1, predict the reaction product. The product is: [Br:14][C:15]1[CH:20]=[CH:19][C:18]([C:8]2[CH:13]=[CH:12][CH:11]=[CH:10][CH:9]=2)=[CH:17][N:16]=1.